Dataset: Catalyst prediction with 721,799 reactions and 888 catalyst types from USPTO. Task: Predict which catalyst facilitates the given reaction. Reactant: Cl[C:2]1[CH:7]=[C:6]([NH:8][C:9]2[CH:19]=[CH:18][CH:17]=[CH:16][C:10]=2[C:11]([NH:13][O:14][CH3:15])=[O:12])[C:5]([Cl:20])=[CH:4][N:3]=1.[CH3:21][C:22]1[CH:23]=[N:24][N:25]([CH2:28][CH:29]([CH3:31])[CH3:30])[C:26]=1[NH2:27].C(=O)([O-])[O-].[Cs+].[Cs+].C1C=CC(P(C2C(C3C(P(C4C=CC=CC=4)C4C=CC=CC=4)=CC=C4C=3C=CC=C4)=C3C(C=CC=C3)=CC=2)C2C=CC=CC=2)=CC=1. Product: [Cl:20][C:5]1[C:6]([NH:8][C:9]2[CH:19]=[CH:18][CH:17]=[CH:16][C:10]=2[C:11]([NH:13][O:14][CH3:15])=[O:12])=[CH:7][C:2]([NH:27][C:26]2[N:25]([CH2:28][CH:29]([CH3:30])[CH3:31])[N:24]=[CH:23][C:22]=2[CH3:21])=[N:3][CH:4]=1. The catalyst class is: 826.